Dataset: Full USPTO retrosynthesis dataset with 1.9M reactions from patents (1976-2016). Task: Predict the reactants needed to synthesize the given product. (1) Given the product [OH:22][CH2:21][C:19]1[N:20]=[C:16]([CH2:15][N:9]([CH2:10][C:11]([F:14])([F:13])[F:12])[C:6]2[CH:7]=[CH:8][C:3]([C:1]#[N:2])=[C:4]([C:25]([F:26])([F:27])[F:28])[CH:5]=2)[O:17][CH:18]=1, predict the reactants needed to synthesize it. The reactants are: [C:1]([C:3]1[CH:8]=[CH:7][C:6]([N:9]([CH2:15][C:16]2[O:17][CH:18]=[C:19]([C:21](OC)=[O:22])[N:20]=2)[CH2:10][C:11]([F:14])([F:13])[F:12])=[CH:5][C:4]=1[C:25]([F:28])([F:27])[F:26])#[N:2].CC(C[AlH]CC(C)C)C. (2) Given the product [O:26]=[C:24]1[NH:25][CH:20]([CH:19]=[O:18])[CH2:21][CH2:22][CH2:23]1, predict the reactants needed to synthesize it. The reactants are: N1C=CC=CC=1.C(O)(C(F)(F)F)=O.C(Cl)CCl.[OH:18][CH2:19][CH:20]1[NH:25][C:24](=[O:26])[CH2:23][CH2:22][CH2:21]1.